Predict the reactants needed to synthesize the given product. From a dataset of Full USPTO retrosynthesis dataset with 1.9M reactions from patents (1976-2016). Given the product [C:44]1([CH:54]2[CH2:58][CH2:57][CH2:56][N:55]2[C:36]([C:35]2[CH:39]=[CH:40][C:41]([OH:43])=[CH:42][C:34]=2[OH:33])=[O:38])[C:53]2[C:48](=[CH:49][CH:50]=[CH:51][CH:52]=2)[CH:47]=[CH:46][CH:45]=1, predict the reactants needed to synthesize it. The reactants are: P(F)(F)(F)(F)F.N1(OC(N(C)C)=[N+](C)C)C2N=CC=CC=2N=N1.C(N(C(C)C)CC)(C)C.[OH:33][C:34]1[CH:42]=[C:41]([OH:43])[CH:40]=[CH:39][C:35]=1[C:36]([OH:38])=O.[C:44]1([CH:54]2[CH2:58][CH2:57][CH2:56][NH:55]2)[C:53]2[C:48](=[CH:49][CH:50]=[CH:51][CH:52]=2)[CH:47]=[CH:46][CH:45]=1.C([O-])(O)=O.[Na+].